This data is from Full USPTO retrosynthesis dataset with 1.9M reactions from patents (1976-2016). The task is: Predict the reactants needed to synthesize the given product. (1) Given the product [Cl:1][C:2]1[N:10]=[C:9]2[C:5]([N:6]=[C:7]([I:27])[N:8]2[CH3:11])=[C:4]([N:12]2[CH2:17][CH2:16][O:15][CH2:14][C@@H:13]2[CH3:18])[N:3]=1, predict the reactants needed to synthesize it. The reactants are: [Cl:1][C:2]1[N:10]=[C:9]2[C:5]([N:6]=[CH:7][N:8]2[CH3:11])=[C:4]([N:12]2[CH2:17][CH2:16][O:15][CH2:14][C@@H:13]2[CH3:18])[N:3]=1.C([N-]C(C)C)(C)C.[Li+].[I:27]Cl.ClCCl. (2) Given the product [N:36]1[CH:37]=[CH:38][C:33]([O:32][C:5]2[N:10]=[C:9]([O:32][C:33]3[CH:38]=[CH:37][N:36]=[CH:35][CH:34]=3)[C:8]([C:15]3[CH:20]=[CH:19][C:18]([Cl:21])=[CH:17][CH:16]=3)=[C:7]([C:22]3[CH:27]=[CH:26][C:25]([Cl:28])=[CH:24][C:23]=3[Cl:29])[N:6]=2)=[CH:34][CH:35]=1, predict the reactants needed to synthesize it. The reactants are: CS([C:5]1[N:10]=[C:9](S(C)(=O)=O)[C:8]([C:15]2[CH:20]=[CH:19][C:18]([Cl:21])=[CH:17][CH:16]=2)=[C:7]([C:22]2[CH:27]=[CH:26][C:25]([Cl:28])=[CH:24][C:23]=2[Cl:29])[N:6]=1)(=O)=O.[H-].[Na+].[OH:32][C:33]1[CH:38]=[CH:37][N:36]=[CH:35][CH:34]=1.